Dataset: Forward reaction prediction with 1.9M reactions from USPTO patents (1976-2016). Task: Predict the product of the given reaction. (1) Given the reactants [NH2:1][C@:2]1([CH2:25][OH:26])[CH2:6][CH2:5][C@H:4]([C:7]2[CH:16]=[CH:15][C:14]3[CH2:13][C@@H:12]([CH2:17][S:18][C:19]4[CH:24]=[CH:23][CH:22]=[CH:21][CH:20]=4)[CH2:11][CH2:10][C:9]=3[CH:8]=2)[CH2:3]1.CS(C)=[O:29].CC1(C)C2(CS(O)(=O)=O)C(CC1CC2)=O.C(=O)=O.C1C=C(Cl)C=C(C(OO)=O)C=1, predict the reaction product. The product is: [NH2:1][C@:2]1([CH2:25][OH:26])[CH2:6][CH2:5][C@H:4]([C:7]2[CH:16]=[CH:15][C:14]3[CH2:13][C@@H:12]([CH2:17][S:18]([C:19]4[CH:20]=[CH:21][CH:22]=[CH:23][CH:24]=4)=[O:29])[CH2:11][CH2:10][C:9]=3[CH:8]=2)[CH2:3]1. (2) Given the reactants [CH2:1]([O:8][C:9]1[CH:10]=[C:11]2[C:15](=[CH:16][CH:17]=1)[NH:14][CH:13]=[C:12]2[C:18]1[CH2:19][CH2:20][NH:21][CH2:22][CH:23]=1)[C:2]1[CH:7]=[CH:6][CH:5]=[CH:4][CH:3]=1.[C:24]([O:28][C:29](=[O:39])[NH:30][CH2:31][CH2:32][CH2:33][CH2:34][CH2:35][CH2:36][CH2:37]Br)([CH3:27])([CH3:26])[CH3:25].[I-].[Na+].CCN(CC)CC, predict the reaction product. The product is: [C:24]([O:28][C:29]([NH:30][CH2:31][CH2:32][CH2:33][CH2:34][CH2:35][CH2:36][CH2:37][N:21]1[CH2:20][CH:19]=[C:18]([C:12]2[C:11]3[C:15](=[CH:16][CH:17]=[C:9]([O:8][CH2:1][C:2]4[CH:7]=[CH:6][CH:5]=[CH:4][CH:3]=4)[CH:10]=3)[NH:14][CH:13]=2)[CH2:23][CH2:22]1)=[O:39])([CH3:27])([CH3:26])[CH3:25]. (3) Given the reactants CN(C)/[CH:3]=[CH:4]/[C:5]([C:7]1[C:12](=[O:13])[CH:11]=[CH:10][N:9]([C:14]2[CH:19]=[CH:18][C:17]([O:20][CH2:21][C:22]([F:25])([F:24])[F:23])=[CH:16][CH:15]=2)[N:8]=1)=O.[N:27]1[C:36]2[C:31](=[CH:32][CH:33]=[CH:34][CH:35]=2)[C:30]([NH:37][NH2:38])=[CH:29][CH:28]=1, predict the reaction product. The product is: [N:27]1[C:36]2[C:31](=[CH:32][CH:33]=[CH:34][CH:35]=2)[C:30]([N:37]2[C:5]([C:7]3[C:12](=[O:13])[CH:11]=[CH:10][N:9]([C:14]4[CH:19]=[CH:18][C:17]([O:20][CH2:21][C:22]([F:25])([F:23])[F:24])=[CH:16][CH:15]=4)[N:8]=3)=[CH:4][CH:3]=[N:38]2)=[CH:29][CH:28]=1. (4) Given the reactants [Br:1][C:2]1[CH:3]=[C:4]2[C:10](I)=[N:9][N:8]([CH:12]3[CH2:17][CH2:16][CH2:15][CH2:14][O:13]3)[C:5]2=[CH:6][N:7]=1.CC1(C)C(C)(C)OB([C:26]2[CH:27]=[C:28]([N:32]3[CH2:37][CH2:36][CH:35]([NH:38][C:39](=[O:45])[O:40][C:41]([CH3:44])([CH3:43])[CH3:42])[CH2:34][CH2:33]3)[CH:29]=[N:30][CH:31]=2)O1.C([O-])(=O)C.[K+], predict the reaction product. The product is: [Br:1][C:2]1[CH:3]=[C:4]2[C:10]([C:26]3[CH:27]=[C:28]([N:32]4[CH2:33][CH2:34][CH:35]([NH:38][C:39](=[O:45])[O:40][C:41]([CH3:43])([CH3:42])[CH3:44])[CH2:36][CH2:37]4)[CH:29]=[N:30][CH:31]=3)=[N:9][N:8]([CH:12]3[CH2:17][CH2:16][CH2:15][CH2:14][O:13]3)[C:5]2=[CH:6][N:7]=1. (5) The product is: [CH:32]1([CH2:31][CH:30]([N:4]2[C:3](=[O:15])[CH:2]=[C:7]([O:26][C:21]3[CH:22]=[CH:23][CH:24]=[CH:25][C:20]=3[S:17]([CH3:16])(=[O:18])=[O:19])[CH:6]=[N:5]2)[C:29]([OH:28])=[O:38])[CH2:36][CH2:35][CH2:34][CH2:33]1. Given the reactants Cl[C:2]1[C:3](=[O:15])[N:4](C2CCCCO2)[N:5]=[CH:6][C:7]=1Cl.[CH3:16][S:17]([C:20]1[CH:25]=[CH:24][CH:23]=[CH:22][C:21]=1[OH:26])(=[O:19])=[O:18].C[O:28][C:29](=[O:38])[CH:30](Br)[CH2:31][CH:32]1[CH2:36][CH2:35][CH2:34][CH2:33]1, predict the reaction product. (6) Given the reactants [CH2:1]([O:8][C:9]([NH:11][C:12]1[C:13]([C:30]([OH:32])=O)=[N:14][C:15]2[C:20]([CH:21]=1)=[CH:19][CH:18]=[C:17]([N:22]1[CH2:27][CH2:26][N:25]([CH3:28])[C:24](=[O:29])[CH2:23]1)[CH:16]=2)=[O:10])[C:2]1[CH:7]=[CH:6][CH:5]=[CH:4][CH:3]=1.[NH2:33][C:34]1[CH:35]=[N:36][CH:37]=[CH:38][C:39]=1[N:40]1[CH2:45][C@H:44]([CH3:46])[CH2:43][C@H:42]([NH:47][C:48](=[O:54])[O:49][C:50]([CH3:53])([CH3:52])[CH3:51])[CH2:41]1.CN(C(ON1N=NC2C=CC=NC1=2)=[N+](C)C)C.F[P-](F)(F)(F)(F)F.CCN(C(C)C)C(C)C, predict the reaction product. The product is: [C:50]([O:49][C:48]([NH:47][C@H:42]1[CH2:43][C@@H:44]([CH3:46])[CH2:45][N:40]([C:39]2[CH:38]=[CH:37][N:36]=[CH:35][C:34]=2[NH:33][C:30]([C:13]2[C:12]([NH:11][C:9](=[O:10])[O:8][CH2:1][C:2]3[CH:3]=[CH:4][CH:5]=[CH:6][CH:7]=3)=[CH:21][C:20]3[C:15](=[CH:16][C:17]([N:22]4[CH2:27][CH2:26][N:25]([CH3:28])[C:24](=[O:29])[CH2:23]4)=[CH:18][CH:19]=3)[N:14]=2)=[O:32])[CH2:41]1)=[O:54])([CH3:51])([CH3:52])[CH3:53]. (7) Given the reactants [Cl:1][C:2]1[N:7]=[C:6](/[CH:8]=[C:9](/[C:11]2[CH:12]=[C:13]([NH:17][S:18]([C:21]3[C:26]([F:27])=[CH:25][CH:24]=[CH:23][C:22]=3[F:28])(=[O:20])=[O:19])[CH:14]=[CH:15][CH:16]=2)\O)[CH:5]=[CH:4][N:3]=1.C1C(=O)N(Br)C(=O)C1.[NH2:37][C:38]([NH2:40])=[S:39], predict the reaction product. The product is: [NH2:40][C:38]1[S:39][C:8]([C:6]2[CH:5]=[CH:4][N:3]=[C:2]([Cl:1])[N:7]=2)=[C:9]([C:11]2[CH:12]=[C:13]([NH:17][S:18]([C:21]3[C:26]([F:27])=[CH:25][CH:24]=[CH:23][C:22]=3[F:28])(=[O:20])=[O:19])[CH:14]=[CH:15][CH:16]=2)[N:37]=1. (8) Given the reactants [CH:1]1([CH2:4][N:5]2[C:9]3[CH:10]=[CH:11][C:12]([S:14]([Cl:17])(=[O:16])=[O:15])=[CH:13][C:8]=3[N:7]=[C:6]2[CH2:18][C:19]2[CH:24]=[CH:23][C:22]([O:25][CH2:26][CH3:27])=[CH:21][CH:20]=2)[CH2:3][CH2:2]1.[CH2:28]([NH2:30])[CH3:29].N1C=CC=CC=1, predict the reaction product. The product is: [CH:1]1([CH2:4][N:5]2[C:9]3[CH:10]=[CH:11][C:12]([S:14]([NH:30][CH2:28][CH3:29])(=[O:16])=[O:15])=[CH:13][C:8]=3[N:7]=[C:6]2[CH2:18][C:19]2[CH:24]=[CH:23][C:22]([O:25][CH2:26][CH3:27])=[CH:21][CH:20]=2)[CH2:3][CH2:2]1.[ClH:17].